This data is from Reaction yield outcomes from USPTO patents with 853,638 reactions. The task is: Predict the reaction yield, written as a fraction of the theoretical maximum amount of product (1.0 means a 100% yield; for example, 0.34 means a 34% yield). The reactants are Cl[CH2:2][CH2:3][CH2:4][CH2:5][CH:6]([C:14]1[NH:18][N:17]=[C:16]([NH:19][C:20]2[CH:25]=[CH:24][C:23]([N:26]3[CH:30]=[N:29][C:28]([CH3:31])=[N:27]3)=[C:22]([F:32])[CH:21]=2)[N:15]=1)[C:7]1[CH:12]=[CH:11][C:10]([F:13])=[CH:9][CH:8]=1.[I-].[Na+]. The catalyst is CC(C)=O. The product is [F:32][C:22]1[CH:21]=[C:20]([NH:19][C:16]2[N:15]=[C:14]3[CH:6]([C:7]4[CH:12]=[CH:11][C:10]([F:13])=[CH:9][CH:8]=4)[CH2:5][CH2:4][CH2:3][CH2:2][N:18]3[N:17]=2)[CH:25]=[CH:24][C:23]=1[N:26]1[CH:30]=[N:29][C:28]([CH3:31])=[N:27]1. The yield is 0.430.